This data is from Forward reaction prediction with 1.9M reactions from USPTO patents (1976-2016). The task is: Predict the product of the given reaction. (1) The product is: [CH3:28][O:29][C:30]1[CH:31]=[CH:32][C:33]([S:36]([NH:24][CH2:23][CH2:22][CH2:21][CH2:20][C@@H:19]([C:25]([OH:27])=[O:26])[NH:18][C:16]([O:15][CH2:14][CH:12]2[C:11]3[CH:10]=[CH:9][CH:8]=[CH:7][C:6]=3[C:5]3[C:13]2=[CH:1][CH:2]=[CH:3][CH:4]=3)=[O:17])(=[O:38])=[O:37])=[CH:34][CH:35]=1. Given the reactants [CH:1]1[C:13]2[CH:12]([CH2:14][O:15][C:16]([NH:18][C@H:19]([C:25]([OH:27])=[O:26])[CH2:20][CH2:21][CH2:22][CH2:23][NH2:24])=[O:17])[C:11]3[C:6](=[CH:7][CH:8]=[CH:9][CH:10]=3)[C:5]=2[CH:4]=[CH:3][CH:2]=1.[CH3:28][O:29][C:30]1[CH:35]=[CH:34][C:33]([S:36](Cl)(=[O:38])=[O:37])=[CH:32][CH:31]=1, predict the reaction product. (2) Given the reactants Cl.[CH2:2]1[C:6]2([CH2:11][CH2:10][N:9](C(OC(C)(C)C)=O)[CH2:8][CH2:7]2)[CH2:5][CH2:4][O:3]1, predict the reaction product. The product is: [CH2:2]1[C:6]2([CH2:11][CH2:10][NH:9][CH2:8][CH2:7]2)[CH2:5][CH2:4][O:3]1. (3) Given the reactants N[C:2]1[N:7]=[C:6]([C:8]2[N:13]=[C:12]([C:14]#[N:15])[C:11]([N:16]3[CH2:20][CH2:19][C@H:18]([F:21])[CH2:17]3)=[CH:10][CH:9]=2)[CH:5]=[CH:4][N:3]=1.C[Si]([Cl:26])(C)C.N(OC(C)(C)C)=O, predict the reaction product. The product is: [Cl:26][C:2]1[N:7]=[C:6]([C:8]2[N:13]=[C:12]([C:14]#[N:15])[C:11]([N:16]3[CH2:20][CH2:19][C@H:18]([F:21])[CH2:17]3)=[CH:10][CH:9]=2)[CH:5]=[CH:4][N:3]=1. (4) Given the reactants Cl.[NH:2]1[CH2:5][CH:4]([OH:6])[CH2:3]1.[C:7](O[C:7]([O:9][C:10]([CH3:13])([CH3:12])[CH3:11])=[O:8])([O:9][C:10]([CH3:13])([CH3:12])[CH3:11])=[O:8].C(=O)(O)[O-].[Na+].O, predict the reaction product. The product is: [OH:6][CH:4]1[CH2:5][N:2]([C:7]([O:9][C:10]([CH3:13])([CH3:12])[CH3:11])=[O:8])[CH2:3]1. (5) Given the reactants [OH:1][C:2]1[CH:7]=[C:6]([CH3:8])[C:5]([C:9]2[CH:14]=[CH:13][CH:12]=[C:11]([CH2:15][O:16][C:17]3[CH:22]=[CH:21][C:20]([C:23]4([CH2:27][C:28]([O:30][CH2:31][CH3:32])=[O:29])[CH2:26][O:25][CH2:24]4)=[CH:19][CH:18]=3)[CH:10]=2)=[C:4]([CH3:33])[CH:3]=1.CC1C=CC(S(O[CH2:45][CH:46]2[CH2:50][CH2:49][CH2:48][O:47]2)(=O)=O)=CC=1.C(=O)([O-])[O-].[Cs+].[Cs+], predict the reaction product. The product is: [CH3:8][C:6]1[CH:7]=[C:2]([O:1][CH2:45][CH:46]2[CH2:50][CH2:49][CH2:48][O:47]2)[CH:3]=[C:4]([CH3:33])[C:5]=1[C:9]1[CH:14]=[CH:13][CH:12]=[C:11]([CH2:15][O:16][C:17]2[CH:22]=[CH:21][C:20]([C:23]3([CH2:27][C:28]([O:30][CH2:31][CH3:32])=[O:29])[CH2:24][O:25][CH2:26]3)=[CH:19][CH:18]=2)[CH:10]=1.